Task: Predict the reaction yield, written as a fraction of the theoretical maximum amount of product (1.0 means a 100% yield; for example, 0.34 means a 34% yield).. Dataset: Reaction yield outcomes from USPTO patents with 853,638 reactions (1) The reactants are O[C@H](CCCCCCCCCC(C)C)CC(OC)=O.[CH3:20][CH:21]([CH3:40])[CH2:22][CH:23]=[CH:24][CH2:25][CH2:26][CH2:27][CH2:28][CH2:29][CH2:30][CH2:31][CH2:32][C:33](=[O:39])[CH2:34][C:35]([O:37][CH3:38])=[O:36]. No catalyst specified. The product is [OH:39][C@H:33]([CH2:32][CH2:31][CH2:30][CH2:29][CH2:28][CH2:27][CH2:26][CH2:25][CH2:24][CH2:23][CH2:22][CH:21]([CH3:40])[CH3:20])[CH2:34][C:35]([O:37][CH3:38])=[O:36]. The yield is 0.920. (2) The reactants are [CH3:1][C:2]1[CH:7]=[CH:6][C:5]([S:8]([O:11][CH2:12][CH:13]2[CH2:17][C:16]3[CH:18]=[CH:19][CH:20]=[C:21](Br)[C:15]=3[O:14]2)(=[O:10])=[O:9])=[CH:4][CH:3]=1.[F:23][C:24]1[CH:29]=[C:28]([F:30])[CH:27]=[CH:26][C:25]=1B(O)O.C(=O)([O-])[O-].[K+].[K+]. The catalyst is CC1C=CC=CC=1[P](C1C=CC=CC=1C)([Pd](Cl)(Cl)[P](C1=C(C)C=CC=C1)(C1C=CC=CC=1C)C1C=CC=CC=1C)C1C=CC=CC=1C. The product is [CH3:1][C:2]1[CH:7]=[CH:6][C:5]([S:8]([O:11][CH2:12][CH:13]2[CH2:17][C:16]3[CH:18]=[CH:19][CH:20]=[C:21]([C:27]4[CH:26]=[CH:25][C:24]([F:23])=[CH:29][C:28]=4[F:30])[C:15]=3[O:14]2)(=[O:10])=[O:9])=[CH:4][CH:3]=1. The yield is 0.820.